This data is from Forward reaction prediction with 1.9M reactions from USPTO patents (1976-2016). The task is: Predict the product of the given reaction. The product is: [Si:15]([C:14]#[C:13][C:10]1[N:11]=[CH:12][C:7]([C:26]2([OH:29])[CH2:27][CH2:28][CH:23]([CH3:22])[CH2:24][CH2:25]2)=[CH:8][CH:9]=1)([C:18]([CH3:21])([CH3:20])[CH3:19])([CH3:17])[CH3:16]. Given the reactants [Li]CCCC.Br[C:7]1[CH:8]=[CH:9][C:10]([C:13]#[C:14][Si:15]([C:18]([CH3:21])([CH3:20])[CH3:19])([CH3:17])[CH3:16])=[N:11][CH:12]=1.[CH3:22][CH:23]1[CH2:28][CH2:27][C:26](=[O:29])[CH2:25][CH2:24]1.[Cl-].[NH4+], predict the reaction product.